From a dataset of HIV replication inhibition screening data with 41,000+ compounds from the AIDS Antiviral Screen. Binary Classification. Given a drug SMILES string, predict its activity (active/inactive) in a high-throughput screening assay against a specified biological target. (1) The drug is CC(=O)c1cc(C(C)=O)c(CC(=O)C(=O)Nc2cccc(C)c2C)nc1CC(=O)C(=O)Nc1cccc(C)c1C. The result is 0 (inactive). (2) The molecule is Brc1cccc(C=NC23CC4CC(CC(C4)C2)C3)c1. The result is 0 (inactive). (3) The compound is N#CC=Cc1ccc(F)cc1. The result is 0 (inactive). (4) The compound is COc1cc(Nc2nc3ccccc3nc2C(=O)O)cc(OC)c1OC. The result is 0 (inactive). (5) The drug is CSc1c(C(=O)Nc2ccccc2)c(=N)[nH]n1-c1ccccc1. The result is 0 (inactive). (6) The molecule is CN(C)Cc1cc(C(=O)C=Cc2ccc(Cl)cc2)cc(CN(C)C)c1O.Cl. The result is 0 (inactive). (7) The drug is CCCCc1c2c(nc3c1CCC(=Cc1ccccc1)C3=O)CCCC2. The result is 0 (inactive). (8) The drug is CCOC(=O)Cn1c(=O)c2nc(SC)sc2n(-c2ccccc2)c1=O. The result is 0 (inactive). (9) The compound is Cc1cc2c(O)c(c1)COCc1cc(C)cc(c1O)COCc1cc(C)cc(c1O)COC2. The result is 0 (inactive).